Dataset: Catalyst prediction with 721,799 reactions and 888 catalyst types from USPTO. Task: Predict which catalyst facilitates the given reaction. (1) Reactant: [OH:1][C:2]1[CH:7]=[CH:6][C:5]([C:8](=[O:10])[CH3:9])=[C:4]([O:11][CH3:12])[CH:3]=1.Br[CH2:14][CH2:15][CH2:16][Cl:17].C(=O)([O-])[O-].[K+].[K+]. Product: [Cl:17][CH2:16][CH2:15][CH2:14][O:1][C:2]1[CH:7]=[CH:6][C:5]([C:8](=[O:10])[CH3:9])=[C:4]([O:11][CH3:12])[CH:3]=1. The catalyst class is: 10. (2) Reactant: [F:1][C:2]1([F:48])[CH2:7][CH2:6][CH:5]([C:8]2[C:17]3[C@@H:16]([O:18][CH2:19][C:20]4[CH:25]=[CH:24][C:23]([O:26][CH3:27])=[CH:22][CH:21]=4)[CH2:15][C:14]([CH3:29])([CH3:28])[CH2:13][C:12]=3[N:11]=[C:10]([CH:30]3[CH2:35][CH2:34][NH:33][CH2:32][CH2:31]3)[C:9]=2[C@@H:36]([F:47])[C:37]2[CH:42]=[CH:41][C:40]([C:43]([F:46])([F:45])[F:44])=[CH:39][CH:38]=2)[CH2:4][CH2:3]1.Cl[C:50]1[N:55]=[CH:54][C:53]([O:56][CH2:57][C:58]2([CH3:66])[CH2:63][O:62][C:61]([CH3:65])([CH3:64])[O:60][CH2:59]2)=[CH:52][N:51]=1.C(=O)([O-])[O-].[K+].[K+].O1CCOCC1. Product: [F:48][C:2]1([F:1])[CH2:7][CH2:6][CH:5]([C:8]2[C:17]3[C@@H:16]([O:18][CH2:19][C:20]4[CH:21]=[CH:22][C:23]([O:26][CH3:27])=[CH:24][CH:25]=4)[CH2:15][C:14]([CH3:28])([CH3:29])[CH2:13][C:12]=3[N:11]=[C:10]([CH:30]3[CH2:35][CH2:34][N:33]([C:50]4[N:51]=[CH:52][C:53]([O:56][CH2:57][C:58]5([CH3:66])[CH2:63][O:62][C:61]([CH3:65])([CH3:64])[O:60][CH2:59]5)=[CH:54][N:55]=4)[CH2:32][CH2:31]3)[C:9]=2[C@@H:36]([F:47])[C:37]2[CH:38]=[CH:39][C:40]([C:43]([F:45])([F:46])[F:44])=[CH:41][CH:42]=2)[CH2:4][CH2:3]1. The catalyst class is: 6.